Dataset: Reaction yield outcomes from USPTO patents with 853,638 reactions. Task: Predict the reaction yield, written as a fraction of the theoretical maximum amount of product (1.0 means a 100% yield; for example, 0.34 means a 34% yield). (1) The reactants are [NH2:1][CH2:2][C:3]1[C:11]2[S:10](=[O:13])(=[O:12])[N:9]=[C:8]([C:14]3[C:15](=[O:30])[N:16]([NH:25][CH2:26][CH:27]4[CH2:29][CH2:28]4)[C:17]4[C:22]([C:23]=3[OH:24])=[CH:21][CH:20]=[CH:19][CH:18]=4)[NH:7][C:6]=2[S:5][CH:4]=1.C(N(CC)CC)C.[CH:38]([S:41](Cl)(=[O:43])=[O:42])([CH3:40])[CH3:39]. The catalyst is CN(C)C=O. The product is [CH:27]1([CH2:26][NH:25][N:16]2[C:17]3[C:22](=[CH:21][CH:20]=[CH:19][CH:18]=3)[C:23]([OH:24])=[C:14]([C:8]3[NH:7][C:6]4[S:5][CH:4]=[C:3]([CH2:2][NH:1][S:41]([CH:38]([CH3:40])[CH3:39])(=[O:43])=[O:42])[C:11]=4[S:10](=[O:12])(=[O:13])[N:9]=3)[C:15]2=[O:30])[CH2:28][CH2:29]1. The yield is 0.330. (2) The reactants are [O:1]1[CH:5]=[CH:4][CH:3]=[C:2]1[CH2:6][CH2:7][C:8]1[CH:13]=[CH:12][C:11]([CH2:14][OH:15])=[CH:10][CH:9]=1. The catalyst is [O-2].[O-2].[Mn+4].C(OCC)(=O)C. The product is [O:1]1[CH:5]=[CH:4][CH:3]=[C:2]1[CH2:6][CH2:7][C:8]1[CH:9]=[CH:10][C:11]([CH:14]=[O:15])=[CH:12][CH:13]=1. The yield is 0.835. (3) The reactants are [Br:1][C:2]1[CH:7]=[CH:6][C:5]([NH:8][C:9]2[N:10]([CH3:26])[C:11](=[O:25])[C:12]([CH3:24])=[CH:13][C:14]=2[C:15]([NH:17][O:18][CH2:19][CH2:20][O:21]C=C)=[O:16])=[C:4]([F:27])[CH:3]=1.BrC1C=CC(NC2N(C)C(=O)C(C)=CC=2C(OC)=O)=C(F)C=1.C(OCCON)=C.C[Si]([N-][Si](C)(C)C)(C)C.[Li+]. The catalyst is C1COCC1. The product is [Br:1][C:2]1[CH:7]=[CH:6][C:5]([NH:8][C:9]2[N:10]([CH3:26])[C:11](=[O:25])[C:12]([CH3:24])=[CH:13][C:14]=2[C:15]([NH:17][O:18][CH2:19][CH2:20][OH:21])=[O:16])=[C:4]([F:27])[CH:3]=1. The yield is 0.940. (4) The product is [C:1]([N:5]1[CH:9]=[C:8]([NH:10][C:18](=[O:19])[O:17][C:11]2[CH:16]=[CH:15][CH:14]=[CH:13][CH:12]=2)[CH:7]=[N:6]1)([CH3:4])([CH3:3])[CH3:2]. The yield is 0.890. The catalyst is C1COCC1. The reactants are [C:1]([N:5]1[CH:9]=[C:8]([NH2:10])[CH:7]=[N:6]1)([CH3:4])([CH3:3])[CH3:2].[C:11]1([O:17][C:18](Cl)=[O:19])[CH:16]=[CH:15][CH:14]=[CH:13][CH:12]=1.C([O-])([O-])=O.[K+].[K+].